This data is from Peptide-MHC class II binding affinity with 134,281 pairs from IEDB. The task is: Regression. Given a peptide amino acid sequence and an MHC pseudo amino acid sequence, predict their binding affinity value. This is MHC class II binding data. (1) The peptide sequence is VVLRKRQGPKQMLVG. The MHC is DRB5_0101 with pseudo-sequence DRB5_0101. The binding affinity (normalized) is 0.733. (2) The peptide sequence is VAMTKGEGGVWT. The MHC is DRB1_0301 with pseudo-sequence DRB1_0301. The binding affinity (normalized) is 0. (3) The peptide sequence is LLYCFRKDMDKVETF. The MHC is DRB1_0401 with pseudo-sequence DRB1_0401. The binding affinity (normalized) is 0.320. (4) The peptide sequence is PVTEEPGMAKIPAGE. The MHC is HLA-DPA10201-DPB10501 with pseudo-sequence HLA-DPA10201-DPB10501. The binding affinity (normalized) is 0. (5) The peptide sequence is NDDVDQSLIIAARNI. The binding affinity (normalized) is 0.0970. The MHC is DRB3_0101 with pseudo-sequence DRB3_0101. (6) The peptide sequence is ICDSRVLERYLLEAK. The MHC is DRB1_1302 with pseudo-sequence DRB1_1302. The binding affinity (normalized) is 0.0828. (7) The peptide sequence is LLKILVLSILSSPTK. The MHC is DRB1_1302 with pseudo-sequence DRB1_1302. The binding affinity (normalized) is 0.442.